From a dataset of Reaction yield outcomes from USPTO patents with 853,638 reactions. Predict the reaction yield, written as a fraction of the theoretical maximum amount of product (1.0 means a 100% yield; for example, 0.34 means a 34% yield). (1) The reactants are [CH3:1][C:2]1[O:6][N:5]=[C:4]([C:7]2[CH:12]=[CH:11][N:10]=[CH:9][CH:8]=2)[C:3]=1[CH2:13][O:14][C:15]1[CH:23]=[CH:22][C:18]([C:19]([OH:21])=O)=[CH:17][N:16]=1.[NH:24]1[CH2:29][CH2:28][S:27][CH2:26][CH2:25]1. No catalyst specified. The product is [CH3:1][C:2]1[O:6][N:5]=[C:4]([C:7]2[CH:8]=[CH:9][N:10]=[CH:11][CH:12]=2)[C:3]=1[CH2:13][O:14][C:15]1[N:16]=[CH:17][C:18]([C:19]([N:24]2[CH2:29][CH2:28][S:27][CH2:26][CH2:25]2)=[O:21])=[CH:22][CH:23]=1. The yield is 0.470. (2) The product is [CH2:12]([N:15]([C:5]1[CH:6]=[CH:7][C:2]([Cl:1])=[CH:3][C:4]=1[N+:9]([O-:11])=[O:10])[CH3:16])[CH:13]=[CH2:14]. The catalyst is C(#N)C. The yield is 0.930. The reactants are [Cl:1][C:2]1[CH:7]=[CH:6][C:5](F)=[C:4]([N+:9]([O-:11])=[O:10])[CH:3]=1.[CH2:12]([NH:15][CH3:16])[CH:13]=[CH2:14]. (3) The reactants are I[C:2]1[C:3]2[O:10][C:9]([C:11]3[CH:12]=[C:13]([NH:17][C:18](=[O:20])[CH3:19])[CH:14]=[N:15][CH:16]=3)=[CH:8][C:4]=2[CH:5]=[N:6][CH:7]=1.[C:21]([C:25]1[CH:30]=[CH:29][C:28](B(O)O)=[CH:27][CH:26]=1)([CH3:24])([CH3:23])[CH3:22].C(=O)([O-])[O-].[Na+].[Na+]. The product is [C:21]([C:25]1[CH:30]=[CH:29][C:28]([C:2]2[C:3]3[O:10][C:9]([C:11]4[CH:12]=[C:13]([NH:17][C:18](=[O:20])[CH3:19])[CH:14]=[N:15][CH:16]=4)=[CH:8][C:4]=3[CH:5]=[N:6][CH:7]=2)=[CH:27][CH:26]=1)([CH3:24])([CH3:23])[CH3:22]. The catalyst is O1CCCC1.O.C1C=CC([P]([Pd]([P](C2C=CC=CC=2)(C2C=CC=CC=2)C2C=CC=CC=2)([P](C2C=CC=CC=2)(C2C=CC=CC=2)C2C=CC=CC=2)[P](C2C=CC=CC=2)(C2C=CC=CC=2)C2C=CC=CC=2)(C2C=CC=CC=2)C2C=CC=CC=2)=CC=1. The yield is 0.800. (4) The reactants are [CH3:1][C:2]1[CH:3]=[C:4]([CH:8]=[C:9]([CH3:13])[C:10]=1[O:11][CH3:12])[C:5](O)=[O:6].O=S(Cl)[Cl:16]. No catalyst specified. The product is [CH3:12][O:11][C:10]1[C:2]([CH3:1])=[CH:3][C:4]([C:5]([Cl:16])=[O:6])=[CH:8][C:9]=1[CH3:13]. The yield is 0.960. (5) The reactants are [C:1]1(=[O:14])[N:5]([CH2:6][CH:7]=[O:8])[C:4](=[O:9])[C:3]2=[CH:10][CH:11]=[CH:12][CH:13]=[C:2]12.CO/[CH:17]=[CH:18]/[C:19]([O:21][Si](C)(C)C)=[CH2:20].ClCCl.O. The catalyst is C1C=CC=CC=1.CCOCC.Cl[Zn]Cl. The product is [O:21]=[C:19]1[CH:18]=[CH:17][O:8][CH:7]([CH2:6][N:5]2[C:4](=[O:9])[C:3]3[C:2](=[CH:13][CH:12]=[CH:11][CH:10]=3)[C:1]2=[O:14])[CH2:20]1. The yield is 0.690. (6) The reactants are [CH2:1]1[C:10]2[C:5](=[CH:6][CH:7]=[CH:8][CH:9]=2)[CH2:4][CH2:3][N:2]1[CH2:11][CH:12]([OH:30])[CH2:13][NH:14][C:15](=[O:29])[C:16]1[CH:21]=[CH:20][CH:19]=[C:18]([NH:22][CH:23]2[CH2:28][CH2:27][O:26][CH2:25][CH2:24]2)[CH:17]=1.[CH3:31]C(O)=O.C=O.[BH3-]C#N.[Na+]. The catalyst is CO. The product is [CH2:1]1[C:10]2[C:5](=[CH:6][CH:7]=[CH:8][CH:9]=2)[CH2:4][CH2:3][N:2]1[CH2:11][CH:12]([OH:30])[CH2:13][NH:14][C:15](=[O:29])[C:16]1[CH:21]=[CH:20][CH:19]=[C:18]([N:22]([CH3:31])[CH:23]2[CH2:24][CH2:25][O:26][CH2:27][CH2:28]2)[CH:17]=1. The yield is 0.339. (7) The catalyst is C(#N)C. The yield is 0.760. The product is [CH3:9][O:8][C:6]1[CH:7]=[C:2]2[C:3]([CH:10]=[CH:11][C:12](=[O:14])[NH:1]2)=[CH:4][CH:5]=1. The reactants are [NH2:1][C:2]1[CH:7]=[C:6]([O:8][CH3:9])[CH:5]=[CH:4][C:3]=1/[CH:10]=[CH:11]/[C:12]([O:14]C)=O. (8) The reactants are Cl[C:2]1[N:7]=[C:6]([NH:8][C:9]2[CH:14]=[CH:13][C:12]([N:15]3[CH:19]=[C:18]([CH3:20])[N:17]=[CH:16]3)=[C:11]([O:21][CH3:22])[CH:10]=2)[N:5]=[C:4]([N:23]([CH3:25])[CH3:24])[N:3]=1.[OH:26][C:27]1[CH:32]=[CH:31][CH:30]=[CH:29][C:28]=1[C:33]([F:36])([F:35])[F:34].C(=O)([O-])[O-].[K+].[K+]. The catalyst is C(#N)C.O. The product is [CH3:22][O:21][C:11]1[CH:10]=[C:9]([NH:8][C:6]2[N:5]=[C:4]([N:23]([CH3:25])[CH3:24])[N:3]=[C:2]([O:26][C:27]3[CH:32]=[CH:31][CH:30]=[CH:29][C:28]=3[C:33]([F:34])([F:35])[F:36])[N:7]=2)[CH:14]=[CH:13][C:12]=1[N:15]1[CH:19]=[C:18]([CH3:20])[N:17]=[CH:16]1. The yield is 0.160.